Dataset: Full USPTO retrosynthesis dataset with 1.9M reactions from patents (1976-2016). Task: Predict the reactants needed to synthesize the given product. (1) The reactants are: [C:1]([C:3]1[CH:4]=[C:5]2[C:10](=[CH:11][CH:12]=1)[NH:9][CH2:8][C@@H:7]([NH:13]C(=O)[C@@H](O)C1C=CC=CC=1)[CH2:6]2)#[N:2].S(=O)(=O)(O)O. Given the product [NH2:13][C@H:7]1[CH2:6][C:5]2[C:10](=[CH:11][CH:12]=[C:3]([C:1]#[N:2])[CH:4]=2)[NH:9][CH2:8]1, predict the reactants needed to synthesize it. (2) Given the product [C:18]([O:22][C:23](=[O:34])/[CH:24]=[CH:25]/[C:26]1[CH:27]=[CH:28][C:29](/[CH:32]=[CH:16]/[C:15]([C:12]2[CH:11]=[CH:10][C:9]([CH:6]3[CH2:7][CH2:8][N:3]([CH3:2])[CH2:4][CH2:5]3)=[CH:14][CH:13]=2)=[O:17])=[CH:30][CH:31]=1)([CH3:21])([CH3:20])[CH3:19], predict the reactants needed to synthesize it. The reactants are: Cl.[CH3:2][N:3]1[CH2:8][CH2:7][CH:6]([C:9]2[CH:14]=[CH:13][C:12]([C:15](=[O:17])[CH3:16])=[CH:11][CH:10]=2)[CH2:5][CH2:4]1.[C:18]([O:22][C:23](=[O:34])[CH:24]=[CH:25][C:26]1[CH:31]=[CH:30][C:29]([CH:32]=O)=[CH:28][CH:27]=1)([CH3:21])([CH3:20])[CH3:19].[OH-].[K+]. (3) Given the product [F:26][C:18]1[CH:19]=[C:20]([CH:24]=[CH:25][C:17]=1[C:2]1[CH:11]=[C:10]([F:12])[C:9]2[C:4](=[CH:5][CH:6]=[C:7]([OH:13])[CH:8]=2)[CH:3]=1)[C:21]([OH:23])=[O:22], predict the reactants needed to synthesize it. The reactants are: Br[C:2]1[CH:3]=[C:4]2[C:9](=[C:10]([F:12])[CH:11]=1)[CH:8]=[C:7]([OH:13])[CH:6]=[CH:5]2.B([C:17]1[CH:25]=[CH:24][C:20]([C:21]([OH:23])=[O:22])=[CH:19][C:18]=1[F:26])(O)O. (4) Given the product [Br:61][C:62]1[CH:71]=[C:70]([C@H:14]([C@@H:9]2[CH2:10][CH2:11][CH2:12][CH2:13][N:8]2[C:7]([C:22]2[CH:27]=[CH:26][CH:25]=[CH:24][CH:23]=2)([C:16]2[CH:17]=[CH:18][CH:19]=[CH:20][CH:21]=2)[C:1]2[CH:2]=[CH:3][CH:4]=[CH:5][CH:6]=2)[OH:15])[C:69]2[C:64](=[CH:65][CH:66]=[CH:67][CH:68]=2)[N:63]=1, predict the reactants needed to synthesize it. The reactants are: [C:1]1([C:7]([C:22]2[CH:27]=[CH:26][CH:25]=[CH:24][CH:23]=2)([C:16]2[CH:21]=[CH:20][CH:19]=[CH:18][CH:17]=2)[N:8]2[CH2:13][CH2:12][CH2:11][CH2:10][C@H:9]2[CH2:14][OH:15])[CH:6]=[CH:5][CH:4]=[CH:3][CH:2]=1.C(Cl)(=O)C(Cl)=O.C1(C(C2C=CC=CC=2)(C2C=CC=CC=2)N2CCCC[C@H]2C=O)C=CC=CC=1.[Br:61][C:62]1[CH:71]=[C:70](Br)[C:69]2[C:64](=[CH:65][CH:66]=[CH:67][CH:68]=2)[N:63]=1. (5) Given the product [CH2:1]([N:5]1[CH2:10][CH2:9][NH:8][CH2:7][CH2:6]1)[C:2]#[CH:3], predict the reactants needed to synthesize it. The reactants are: [CH2:1](Br)[C:2]#[CH:3].[NH:5]1[CH2:10][CH2:9][NH:8][CH2:7][CH2:6]1. (6) Given the product [F:24][C:22]1[CH:21]=[CH:20][C:19]([N+:25]([O-:27])=[O:26])=[C:18]([NH:1][C@H:2]2[CH2:7][CH2:6][CH2:5][N:4]([CH2:8][CH2:9][O:10][C:11](=[O:16])[C:12]([CH3:13])([CH3:15])[CH3:14])[CH2:3]2)[CH:23]=1, predict the reactants needed to synthesize it. The reactants are: [NH2:1][C@H:2]1[CH2:7][CH2:6][CH2:5][N:4]([CH2:8][CH2:9][O:10][C:11](=[O:16])[C:12]([CH3:15])([CH3:14])[CH3:13])[CH2:3]1.F[C:18]1[CH:23]=[C:22]([F:24])[CH:21]=[CH:20][C:19]=1[N+:25]([O-:27])=[O:26].C(=O)([O-])[O-].[K+].[K+]. (7) Given the product [CH2:24]([C:13]1([CH2:22][CH3:23])[C:12]2[CH:11]=[C:10]3[NH:26][C:7]([C:3]4[C:2]([NH:1][C:33]([N:27]5[CH2:32][CH2:31][CH2:30][CH2:29][CH2:28]5)=[O:34])=[CH:6][NH:5][N:4]=4)=[N:8][C:9]3=[CH:17][C:16]=2[N:15]([CH:18]([CH3:20])[CH3:19])[C:14]1=[O:21])[CH3:25], predict the reactants needed to synthesize it. The reactants are: [NH2:1][C:2]1[C:3]([C:7]2[NH:26][C:10]3=[CH:11][C:12]4[C:13]([CH2:24][CH3:25])([CH2:22][CH3:23])[C:14](=[O:21])[N:15]([CH:18]([CH3:20])[CH3:19])[C:16]=4[CH:17]=[C:9]3[N:8]=2)=[N:4][NH:5][CH:6]=1.[N:27]1([C:33](Cl)=[O:34])[CH2:32][CH2:31][CH2:30][CH2:29][CH2:28]1.